The task is: Regression. Given a peptide amino acid sequence and an MHC pseudo amino acid sequence, predict their binding affinity value. This is MHC class I binding data.. This data is from Peptide-MHC class I binding affinity with 185,985 pairs from IEDB/IMGT. (1) The peptide sequence is NMLDDFSAGA. The MHC is HLA-A02:03 with pseudo-sequence HLA-A02:03. The binding affinity (normalized) is 0.530. (2) The binding affinity (normalized) is 0.320. The peptide sequence is LYRKLKREI. The MHC is HLA-A24:02 with pseudo-sequence HLA-A24:02. (3) The binding affinity (normalized) is 0.0847. The MHC is HLA-B07:02 with pseudo-sequence HLA-B07:02. The peptide sequence is DYIYLPLLK. (4) The peptide sequence is KLLWFLTGT. The MHC is HLA-A02:01 with pseudo-sequence HLA-A02:01. The binding affinity (normalized) is 0.799.